Dataset: Merck oncology drug combination screen with 23,052 pairs across 39 cell lines. Task: Regression. Given two drug SMILES strings and cell line genomic features, predict the synergy score measuring deviation from expected non-interaction effect. (1) Drug 1: CS(=O)(=O)CCNCc1ccc(-c2ccc3ncnc(Nc4ccc(OCc5cccc(F)c5)c(Cl)c4)c3c2)o1. Drug 2: O=C(O)C1(Cc2cccc(Nc3nccs3)n2)CCC(Oc2cccc(Cl)c2F)CC1. Cell line: KPL1. Synergy scores: synergy=1.63. (2) Drug 1: CCC1(O)CC2CN(CCc3c([nH]c4ccccc34)C(C(=O)OC)(c3cc4c(cc3OC)N(C)C3C(O)(C(=O)OC)C(OC(C)=O)C5(CC)C=CCN6CCC43C65)C2)C1. Drug 2: N#Cc1ccc(Cn2cncc2CN2CCN(c3cccc(Cl)c3)C(=O)C2)cc1. Cell line: KPL1. Synergy scores: synergy=4.34. (3) Drug 2: O=C(CCCCCCC(=O)Nc1ccccc1)NO. Cell line: RKO. Drug 1: N.N.O=C(O)C1(C(=O)O)CCC1.[Pt]. Synergy scores: synergy=17.8.